From a dataset of Forward reaction prediction with 1.9M reactions from USPTO patents (1976-2016). Predict the product of the given reaction. (1) Given the reactants C[O:2][C:3]1[CH:4]=[C:5]([CH2:11][CH2:12][C:13]([C:15]2[CH:20]=[CH:19][CH:18]=[C:17]([OH:21])[CH:16]=2)=[O:14])[CH:6]=[CH:7][C:8]=1[O:9][CH3:10].OC1C=C(C=CC=1)C(=O)C=CC1C=CC2OCOC=2C=1, predict the reaction product. The product is: [OH:21][C:17]1[CH:16]=[C:15]([C:13](=[O:14])[CH2:12][CH2:11][C:5]2[CH:6]=[CH:7][C:8]3[O:9][CH2:10][O:2][C:3]=3[CH:4]=2)[CH:20]=[CH:19][CH:18]=1. (2) Given the reactants [OH:1][C:2]1[CH:3]=[CH:4][C:5]([NH:12][S:13]([C:16]2[CH:21]=[CH:20][C:19]([CH3:22])=[CH:18][CH:17]=2)(=[O:15])=[O:14])=[C:6]([CH:11]=1)[C:7]([O:9][CH3:10])=[O:8].[CH2:23]([NH:27][C:28]1[CH:33]=[C:32](F)[CH:31]=[CH:30][C:29]=1[N+:35]([O-:37])=[O:36])[CH2:24][CH2:25][CH3:26].C(=O)([O-])[O-].[K+].[K+], predict the reaction product. The product is: [CH3:10][O:9][C:7](=[O:8])[C:6]1[CH:11]=[C:2]([O:1][C:32]2[CH:31]=[CH:30][C:29]([N+:35]([O-:37])=[O:36])=[C:28]([NH:27][CH2:23][CH2:24][CH2:25][CH3:26])[CH:33]=2)[CH:3]=[CH:4][C:5]=1[NH:12][S:13]([C:16]1[CH:21]=[CH:20][C:19]([CH3:22])=[CH:18][CH:17]=1)(=[O:15])=[O:14]. (3) Given the reactants [F:1][CH:2]([F:34])[N:3]1[CH:7]=[C:6]([S:8]([N:11]2[C:15]([C:16]3[C:17]([F:22])=[N:18][CH:19]=[CH:20][CH:21]=3)=[C:14]([F:23])[C:13]([CH2:24][N:25](C)[C:26](=O)OC(C)(C)C)=[CH:12]2)(=[O:10])=[O:9])[CH:5]=[N:4]1.C(OCC)(=O)C.[ClH:41], predict the reaction product. The product is: [ClH:41].[F:34][CH:2]([F:1])[N:3]1[CH:7]=[C:6]([S:8]([N:11]2[C:15]([C:16]3[C:17]([F:22])=[N:18][CH:19]=[CH:20][CH:21]=3)=[C:14]([F:23])[C:13]([CH2:24][NH:25][CH3:26])=[CH:12]2)(=[O:9])=[O:10])[CH:5]=[N:4]1. (4) Given the reactants [O:1]1[CH:5]=[CH:4][CH:3]=[C:2]1[CH2:6][N:7]([CH2:11][C:12]1[CH:17]=[CH:16][C:15]([S:18][C:19]([CH3:28])([CH3:27])[C:20]([O:22][C:23]([CH3:26])([CH3:25])[CH3:24])=[O:21])=[CH:14][CH:13]=1)[CH2:8][C:9]#[CH:10].[F:29][C:30]([F:41])([F:40])[C:31]1[CH:32]=[C:33]([CH:37]=[CH:38][CH:39]=1)[C:34](Cl)=[O:35], predict the reaction product. The product is: [O:1]1[CH:5]=[CH:4][CH:3]=[C:2]1[CH2:6][N:7]([CH2:11][C:12]1[CH:13]=[CH:14][C:15]([S:18][C:19]([CH3:28])([CH3:27])[C:20]([O:22][C:23]([CH3:26])([CH3:25])[CH3:24])=[O:21])=[CH:16][CH:17]=1)[CH2:8][C:9]#[C:10][C:34](=[O:35])[C:33]1[CH:37]=[CH:38][CH:39]=[C:31]([C:30]([F:29])([F:40])[F:41])[CH:32]=1. (5) Given the reactants [NH2:1][C:2]([C:4]1[CH:5]=[C:6]([CH:31]=[CH:32][CH:33]=1)[CH2:7][O:8][C:9]1[CH:10]=[C:11]([CH:28]=[CH:29][CH:30]=1)[CH2:12][N:13]1[CH2:18][CH2:17][N:16]([C:19]([NH:21][C:22]2[CH:23]=[N:24][CH:25]=[CH:26][CH:27]=2)=[O:20])[CH2:15][CH2:14]1)=[O:3].[C:34]([OH:39])(=[O:38])[C:35]([OH:37])=[O:36], predict the reaction product. The product is: [C:34]([OH:39])(=[O:38])[C:35]([OH:37])=[O:36].[C:34]([OH:39])(=[O:38])[C:35]([OH:37])=[O:36].[NH2:1][C:2]([C:4]1[CH:5]=[C:6]([CH:31]=[CH:32][CH:33]=1)[CH2:7][O:8][C:9]1[CH:10]=[C:11]([CH:28]=[CH:29][CH:30]=1)[CH2:12][N:13]1[CH2:14][CH2:15][N:16]([C:19]([NH:21][C:22]2[CH:23]=[N:24][CH:25]=[CH:26][CH:27]=2)=[O:20])[CH2:17][CH2:18]1)=[O:3]. (6) Given the reactants [CH3:1][CH:2]([CH3:15])[C:3]([NH:5][C:6]1[N:14]=[CH:13][N:12]=[C:11]2[C:7]=1[NH:8][CH:9]=[N:10]2)=[O:4].[H-].[Na+].[CH3:18][Si:19]([CH3:26])([CH3:25])[CH2:20][CH2:21][O:22][CH2:23]Cl, predict the reaction product. The product is: [CH3:18][Si:19]([CH3:26])([CH3:25])[CH2:20][CH2:21][O:22][CH2:23][N:8]1[C:7]2[C:11](=[N:12][CH:13]=[N:14][C:6]=2[NH:5][C:3](=[O:4])[CH:2]([CH3:15])[CH3:1])[N:10]=[CH:9]1. (7) Given the reactants [Cl:1][C:2]1[CH:7]=[CH:6][C:5]([N:8]([CH:16]2[CH2:21][CH2:20][N:19]([C:22]3([CH3:28])[CH2:27][CH2:26][NH:25][CH2:24][CH2:23]3)[CH2:18][CH2:17]2)[CH2:9][C:10]2[N:11]=[C:12]([CH3:15])[S:13][CH:14]=2)=[CH:4][CH:3]=1.[CH3:29][C:30]1[N:38]=[CH:37][CH:36]=[C:35]([CH3:39])[C:31]=1[C:32](O)=[O:33].CC1(N2CCC(N(C3C=CC=CC=3)C3C=NC=CC=3)CC2)CCNCC1.ClC1C=CC(N)=CC=1.C(OC(N1CCC(=O)CC1)=O)(C)(C)C.ClCC1N=C(C)SC=1, predict the reaction product. The product is: [Cl:1][C:2]1[CH:3]=[CH:4][C:5]([N:8]([CH2:9][C:10]2[N:11]=[C:12]([CH3:15])[S:13][CH:14]=2)[CH:16]2[CH2:17][CH2:18][N:19]([C:22]3([CH3:28])[CH2:23][CH2:24][N:25]([C:32]([C:31]4[C:30]([CH3:29])=[N:38][CH:37]=[CH:36][C:35]=4[CH3:39])=[O:33])[CH2:26][CH2:27]3)[CH2:20][CH2:21]2)=[CH:6][CH:7]=1.